Dataset: Full USPTO retrosynthesis dataset with 1.9M reactions from patents (1976-2016). Task: Predict the reactants needed to synthesize the given product. (1) Given the product [CH3:15][O:14][C:12]1[CH:13]=[C:8]2[C:9]([CH:16]=[C:17]([C:18]3[CH:23]=[CH:22][CH:21]=[CH:20][CH:19]=3)[NH:7]2)=[CH:10][CH:11]=1, predict the reactants needed to synthesize it. The reactants are: C(OC(=O)[NH:7][C:8]1[CH:13]=[C:12]([O:14][CH3:15])[CH:11]=[CH:10][C:9]=1[CH2:16][C:17](=O)[C:18]1[CH:23]=[CH:22][CH:21]=[CH:20][CH:19]=1)(C)(C)C.C(Cl)Cl. (2) The reactants are: [F:1][C:2]([F:29])([C:15]1[CH:16]=[C:17]2[C:22](=[CH:23][CH:24]=1)[C:21]([CH3:26])([CH3:25])[CH2:20][CH2:19][C:18]2([CH3:28])[CH3:27])[C:3]([NH:5][C:6]1[CH:7]=[C:8]([CH:12]=[CH:13][CH:14]=1)[C:9](O)=[O:10])=[O:4].Cl.[NH2:31][OH:32].O.CCN(CC)CC. Given the product [F:29][C:2]([F:1])([C:15]1[CH:16]=[C:17]2[C:22]([C:21]([CH3:25])([CH3:26])[CH2:20][CH2:19][C:18]2([CH3:27])[CH3:28])=[CH:23][CH:24]=1)[C:3]([NH:5][C:6]1[CH:7]=[C:8]([CH:12]=[CH:13][CH:14]=1)[C:9]([NH:31][OH:32])=[O:10])=[O:4], predict the reactants needed to synthesize it. (3) Given the product [C:1]([O:5][C:6](=[O:20])[CH2:7][O:8][C:9]1[CH:14]=[CH:13][C:12]([S:15][CH2:16][C:17]#[CH:21])=[CH:11][C:10]=1[CH3:19])([CH3:4])([CH3:3])[CH3:2], predict the reactants needed to synthesize it. The reactants are: [C:1]([O:5][C:6](=[O:20])[CH2:7][O:8][C:9]1[CH:14]=[CH:13][C:12]([S:15][C:16](=O)[CH3:17])=[CH:11][C:10]=1[CH3:19])([CH3:4])([CH3:3])[CH3:2].[CH2:21](Br)C#C.CO.C([O-])([O-])=O.[Cs+].[Cs+]. (4) The reactants are: [CH3:1][C:2]([CH3:21])([CH3:20])[C:3]([C:5]1[N:9]([CH2:10][C:11](O)=[O:12])[C:8]2[CH:14]=[CH:15][C:16]([O:18][CH3:19])=[CH:17][C:7]=2[N:6]=1)=[O:4].C1C=CC2N(O)N=NC=2C=1.[CH2:32]([NH:34][CH:35]1[CH2:40][CH2:39][CH2:38][CH2:37][CH2:36]1)[CH3:33].CCN(C(C)C)C(C)C. Given the product [CH:35]1([N:34]([CH2:32][CH3:33])[C:11](=[O:12])[CH2:10][N:9]2[C:8]3[CH:14]=[CH:15][C:16]([O:18][CH3:19])=[CH:17][C:7]=3[N:6]=[C:5]2[C:3](=[O:4])[C:2]([CH3:21])([CH3:20])[CH3:1])[CH2:40][CH2:39][CH2:38][CH2:37][CH2:36]1, predict the reactants needed to synthesize it. (5) Given the product [Cl:10][C:11]1[CH:19]=[CH:18][C:17]([Cl:20])=[CH:16][C:12]=1[C:13]([N:65]1[CH2:66][CH2:67][N:62]([C:44](=[O:43])[CH2:45][NH:46][C:47](=[O:61])[C:48]2[CH:49]=[CH:50][C:51]([O:54][C:55]3[CH:56]=[CH:57][CH:58]=[CH:59][CH:60]=3)=[CH:52][CH:53]=2)[CH2:63][CH2:64]1)=[O:15], predict the reactants needed to synthesize it. The reactants are: CCN(C(C)C)C(C)C.[Cl:10][C:11]1[CH:19]=[CH:18][C:17]([Cl:20])=[CH:16][C:12]=1[C:13]([OH:15])=O.CCN=C=NCCCN(C)C.C1C=CC2N(O)N=NC=2C=1.Cl.[O:43]=[C:44]([N:62]1[CH2:67][CH2:66][NH:65][CH2:64][CH2:63]1)[CH2:45][NH:46][C:47](=[O:61])[C:48]1[CH:53]=[CH:52][C:51]([O:54][C:55]2[CH:60]=[CH:59][CH:58]=[CH:57][CH:56]=2)=[CH:50][CH:49]=1. (6) Given the product [CH:40]1([CH:43]([O:45][C:37](=[O:38])[NH:1][C:2]2[CH:7]=[CH:6][C:5]([C:8]3[N:9]([CH:24]4[CH2:26][CH2:25]4)[C:10]4[C:15]([C:16]=3[C:17]#[N:18])=[CH:14][CH:13]=[C:12]([O:19][CH2:20][CH2:21][O:22][CH3:23])[CH:11]=4)=[CH:4][CH:3]=2)[CH3:44])[CH2:42][CH2:41]1, predict the reactants needed to synthesize it. The reactants are: [NH2:1][C:2]1[CH:7]=[CH:6][C:5]([C:8]2[N:9]([CH:24]3[CH2:26][CH2:25]3)[C:10]3[C:15]([C:16]=2[C:17]#[N:18])=[CH:14][CH:13]=[C:12]([O:19][CH2:20][CH2:21][O:22][CH3:23])[CH:11]=3)=[CH:4][CH:3]=1.C1C([N+]([O-])=O)=CC=C([Cl-][C:37]([O-])=[O:38])C=1.[CH:40]1([CH:43]([OH:45])[CH3:44])[CH2:42][CH2:41]1. (7) The reactants are: [OH:1][C:2]1[CH:3]=[N:4][CH:5]=[CH:6][CH:7]=1.CS([C:12]1[N:17]=[C:16]([O:18][C:19]([CH3:22])([CH3:21])[CH3:20])[CH:15]=[C:14]([O:23][C:24]([CH3:27])([CH3:26])[CH3:25])[N:13]=1)(=O)=O.C([O-])([O-])=O.[K+].[K+].O. Given the product [C:24]([O:23][C:14]1[CH:15]=[C:16]([O:18][C:19]([CH3:22])([CH3:21])[CH3:20])[N:17]=[C:12]([O:1][C:2]2[CH:3]=[N:4][CH:5]=[CH:6][CH:7]=2)[N:13]=1)([CH3:27])([CH3:26])[CH3:25], predict the reactants needed to synthesize it.